Dataset: Retrosynthesis with 50K atom-mapped reactions and 10 reaction types from USPTO. Task: Predict the reactants needed to synthesize the given product. (1) The reactants are: COc1ccc(-n2cnc3ccc(Br)cc32)cc1.OB(O)c1ccnn1-c1ccc(F)cc1. Given the product COc1ccc(-n2cnc3ccc(-c4ccnn4-c4ccc(F)cc4)cc32)cc1, predict the reactants needed to synthesize it. (2) The reactants are: C=CCBr.CCCCCCCCCCCCCCCCO. Given the product C=CCOCCCCCCCCCCCCCCCC, predict the reactants needed to synthesize it.